Predict which catalyst facilitates the given reaction. From a dataset of Catalyst prediction with 721,799 reactions and 888 catalyst types from USPTO. (1) Product: [F:1][C:2]1[CH:3]=[C:4]2[C:9](=[CH:10][C:11]=1[O:12][CH3:13])[C:8](=[O:14])[NH:7][CH2:6][CH2:5]2. The catalyst class is: 50. Reactant: [F:1][C:2]1[CH:3]=[C:4]2[C:9](=[CH:10][C:11]=1[O:12][CH3:13])[C:8](=[O:14])[NH:7][CH:6]=[CH:5]2. (2) Reactant: C(OC([N:8]1[CH2:12][CH:11]([OH:13])[CH:10]([N:14]2[CH2:19][CH2:18][N:17]([C:20](=[O:28])[C:21]3[CH:26]=[CH:25][C:24]([Cl:27])=[CH:23][CH:22]=3)[CH2:16][CH2:15]2)[CH2:9]1)=O)(C)(C)C.O1CCOCC1. Product: [Cl:27][C:24]1[CH:25]=[CH:26][C:21]([C:20]([N:17]2[CH2:18][CH2:19][N:14]([CH:10]3[CH:11]([OH:13])[CH2:12][NH:8][CH2:9]3)[CH2:15][CH2:16]2)=[O:28])=[CH:22][CH:23]=1. The catalyst class is: 158. (3) Reactant: [NH2:1][C:2]1[CH:6]=[C:5]([C:7]2[CH:8]=[N:9][NH:10][C:11]=2[CH3:12])[S:4][C:3]=1[C:13]([NH2:15])=[O:14].[C:16]1([N:22]2[CH2:31][CH2:30][C:25]3(OCCO3)[CH2:24][CH2:23]2)[CH:21]=[CH:20][CH:19]=[CH:18][CH:17]=1.CC1(C)C2(CS(O)(=O)=O)C(CC1CC2)=O.[O-]S([O-])(=O)=O.[Mg+2].C([O-])(O)=O.[Na+]. Product: [CH3:12][C:11]1[NH:10][N:9]=[CH:8][C:7]=1[C:5]1[S:4][C:3]2[C:13](=[O:14])[NH:15][C:25]3([CH2:30][CH2:31][N:22]([C:16]4[CH:21]=[CH:20][CH:19]=[CH:18][CH:17]=4)[CH2:23][CH2:24]3)[NH:1][C:2]=2[CH:6]=1. The catalyst class is: 44. (4) Reactant: [C:1]([O:11][CH3:12])(=[O:10])/[CH:2]=[CH:3]/[CH:4]=[CH:5]/[C:6]([O:8][CH3:9])=[O:7].[CH2:13]=[CH:14][C:15]1[CH:20]=[CH:19][CH:18]=[CH:17][CH:16]=1.C(C1C=CC=C(O)C=1O)(C)(C)C. Product: [C:15]1([CH:14]2[CH2:13][CH:2]([C:1]([O:11][CH3:12])=[O:10])[CH2:3][CH2:4][CH:5]2[C:6]([O:8][CH3:9])=[O:7])[CH:20]=[CH:19][CH:18]=[CH:17][CH:16]=1. The catalyst class is: 270.